From a dataset of NCI-60 drug combinations with 297,098 pairs across 59 cell lines. Regression. Given two drug SMILES strings and cell line genomic features, predict the synergy score measuring deviation from expected non-interaction effect. (1) Drug 1: CCC1=C2CN3C(=CC4=C(C3=O)COC(=O)C4(CC)O)C2=NC5=C1C=C(C=C5)O. Drug 2: C1CN1C2=NC(=NC(=N2)N3CC3)N4CC4. Cell line: UO-31. Synergy scores: CSS=33.1, Synergy_ZIP=-9.63, Synergy_Bliss=-3.35, Synergy_Loewe=0.545, Synergy_HSA=2.16. (2) Drug 1: CCC1=CC2CC(C3=C(CN(C2)C1)C4=CC=CC=C4N3)(C5=C(C=C6C(=C5)C78CCN9C7C(C=CC9)(C(C(C8N6C)(C(=O)OC)O)OC(=O)C)CC)OC)C(=O)OC.C(C(C(=O)O)O)(C(=O)O)O. Drug 2: C1=CC=C(C=C1)NC(=O)CCCCCCC(=O)NO. Cell line: COLO 205. Synergy scores: CSS=23.2, Synergy_ZIP=-1.98, Synergy_Bliss=-0.182, Synergy_Loewe=-7.44, Synergy_HSA=1.82. (3) Drug 1: C1CC(=O)NC(=O)C1N2CC3=C(C2=O)C=CC=C3N. Drug 2: CC1=C2C(C(=O)C3(C(CC4C(C3C(C(C2(C)C)(CC1OC(=O)C(C(C5=CC=CC=C5)NC(=O)OC(C)(C)C)O)O)OC(=O)C6=CC=CC=C6)(CO4)OC(=O)C)O)C)O. Cell line: 786-0. Synergy scores: CSS=32.7, Synergy_ZIP=-1.04, Synergy_Bliss=-1.59, Synergy_Loewe=-29.3, Synergy_HSA=0.185. (4) Drug 1: CCCS(=O)(=O)NC1=C(C(=C(C=C1)F)C(=O)C2=CNC3=C2C=C(C=N3)C4=CC=C(C=C4)Cl)F. Drug 2: CS(=O)(=O)OCCCCOS(=O)(=O)C. Cell line: NCI-H522. Synergy scores: CSS=4.44, Synergy_ZIP=-1.76, Synergy_Bliss=0.363, Synergy_Loewe=-1.28, Synergy_HSA=-0.645. (5) Drug 1: CC12CCC(CC1=CCC3C2CCC4(C3CC=C4C5=CN=CC=C5)C)O. Drug 2: COC1=C(C=C2C(=C1)N=CN=C2NC3=CC(=C(C=C3)F)Cl)OCCCN4CCOCC4. Cell line: MDA-MB-231. Synergy scores: CSS=19.1, Synergy_ZIP=-2.57, Synergy_Bliss=-1.97, Synergy_Loewe=-1.99, Synergy_HSA=-0.505. (6) Drug 1: CNC(=O)C1=NC=CC(=C1)OC2=CC=C(C=C2)NC(=O)NC3=CC(=C(C=C3)Cl)C(F)(F)F. Drug 2: C1=NC2=C(N1)C(=S)N=CN2. Cell line: MDA-MB-231. Synergy scores: CSS=58.0, Synergy_ZIP=-8.69, Synergy_Bliss=-8.94, Synergy_Loewe=-9.11, Synergy_HSA=-5.15. (7) Drug 1: CC1=C2C(C(=O)C3(C(CC4C(C3C(C(C2(C)C)(CC1OC(=O)C(C(C5=CC=CC=C5)NC(=O)OC(C)(C)C)O)O)OC(=O)C6=CC=CC=C6)(CO4)OC(=O)C)O)C)O. Drug 2: C1CC(=O)NC(=O)C1N2C(=O)C3=CC=CC=C3C2=O. Cell line: SR. Synergy scores: CSS=4.04, Synergy_ZIP=2.00, Synergy_Bliss=-0.00424, Synergy_Loewe=4.98, Synergy_HSA=-0.512. (8) Drug 1: CC1=C(C(CCC1)(C)C)C=CC(=CC=CC(=CC(=O)O)C)C. Drug 2: C1C(C(OC1N2C=NC(=NC2=O)N)CO)O. Cell line: SNB-19. Synergy scores: CSS=7.12, Synergy_ZIP=2.61, Synergy_Bliss=3.74, Synergy_Loewe=-11.8, Synergy_HSA=-1.71. (9) Drug 1: CC1C(C(CC(O1)OC2CC(CC3=C2C(=C4C(=C3O)C(=O)C5=C(C4=O)C(=CC=C5)OC)O)(C(=O)C)O)N)O.Cl. Drug 2: CN(C)C1=NC(=NC(=N1)N(C)C)N(C)C. Cell line: MCF7. Synergy scores: CSS=20.7, Synergy_ZIP=-7.30, Synergy_Bliss=-2.25, Synergy_Loewe=-38.9, Synergy_HSA=-5.08.